This data is from Forward reaction prediction with 1.9M reactions from USPTO patents (1976-2016). The task is: Predict the product of the given reaction. (1) Given the reactants [Cl:1][C:2]1[CH:11]=[C:10]([C:12](=O)[CH3:13])[C:9]([N:15]2[CH2:20][CH2:19][CH:18]([F:21])[CH2:17][CH2:16]2)=[C:8]2[C:3]=1[CH:4]=[CH:5][CH:6]=[N:7]2.C([O-])(=O)C.[NH4+].C([BH3-])#[N:28].[Na+].O1CCCC1, predict the reaction product. The product is: [Cl:1][C:2]1[CH:11]=[C:10]([CH:12]([NH2:28])[CH3:13])[C:9]([N:15]2[CH2:20][CH2:19][CH:18]([F:21])[CH2:17][CH2:16]2)=[C:8]2[C:3]=1[CH:4]=[CH:5][CH:6]=[N:7]2. (2) Given the reactants [Cl:1][C:2]1[CH:10]=[CH:9][CH:8]=[C:7]2[C:3]=1[CH2:4][CH2:5][NH:6]2.[O:11]=[CH:12][C@@H:13]([C@H:15]([C@H:17]([C@@H:19]([CH2:21][OH:22])[OH:20])[OH:18])[OH:16])O.C(O)C, predict the reaction product. The product is: [Cl:1][C:2]1[CH:10]=[CH:9][CH:8]=[C:7]2[C:3]=1[CH2:4][CH2:5][N:6]2[C@@H:21]1[O:22][C@H:13]([CH2:12][OH:11])[C@H:15]([OH:16])[C@H:17]([OH:18])[C@H:19]1[OH:20]. (3) Given the reactants Br[C:2]1[C:11]([O:12][CH3:13])=[CH:10][CH:9]=[C:8]2[C:3]=1[CH:4]=[CH:5][N:6]=[C:7]2[O:14][CH:15]1[CH2:32][CH:31]2[N:17]([C:18](=[O:44])[N:19]([CH3:43])[CH2:20][CH2:21][CH2:22][CH2:23][CH:24]=[CH:25][CH:26]3[C:28]([C:34]([NH:36][S:37]([CH:40]4[CH2:42][CH2:41]4)(=[O:39])=[O:38])=[O:35])([NH:29][C:30]2=[O:33])[CH2:27]3)[CH2:16]1.[CH3:45][O:46][C:47]1[CH:52]=[CH:51][C:50](B(O)O)=[CH:49][CH:48]=1.CC1C=CN=CC=1C1C(OC)=CC=C2C=1C=CN=C2OC1CC2N(C(=O)N(C)CCCCC=CC3C(C(NS(C4CC4)(=O)=O)=O)(NC2=O)C3)C1, predict the reaction product. The product is: [CH3:45][O:46][C:47]1[CH:52]=[CH:51][C:50]([C:2]2[C:11]([O:12][CH3:13])=[CH:10][CH:9]=[C:8]3[C:3]=2[CH:4]=[CH:5][N:6]=[C:7]3[O:14][CH:15]2[CH2:32][CH:31]3[N:17]([C:18](=[O:44])[N:19]([CH3:43])[CH2:20][CH2:21][CH2:22][CH2:23][CH:24]=[CH:25][CH:26]4[C:28]([C:34]([NH:36][S:37]([CH:40]5[CH2:42][CH2:41]5)(=[O:38])=[O:39])=[O:35])([NH:29][C:30]3=[O:33])[CH2:27]4)[CH2:16]2)=[CH:49][CH:48]=1. (4) Given the reactants C1CCC(O)([C:7]([C:9]2[CH:14]=[CH:13][CH:12]=[CH:11]C=2)=[O:8])CC1.OC1(C2C=CC=CC=2C(C2C=CC=CC=2C2(O)CCCCC2)=O)CCCCC1.CC(C1C(O)=C(C(C)(C)C)C=C([CH2:59][CH2:60][C:61]([O:63]CCSCC[O:63][C:61]([CH2:60][CH2:59]C2C=C(C(C)(C)C)C(O)=C(C(C)(C)C)C=2)=[O:62])=[O:62])C=1)(C)C, predict the reaction product. The product is: [C:61]([O:63][CH:7]([OH:8])[CH2:9][CH2:14][CH2:13][CH2:12][CH3:11])(=[O:62])[CH:60]=[CH2:59]. (5) Given the reactants [CH:1]1[C:10]2[C:5](=[CH:6][CH:7]=[CH:8][CH:9]=2)[C:4]([CH2:11][OH:12])=[CH:3][N:2]=1.Cl, predict the reaction product. The product is: [CH2:1]1[C:10]2[C:5](=[CH:6][CH:7]=[CH:8][CH:9]=2)[CH:4]([CH2:11][OH:12])[CH2:3][NH:2]1.